From a dataset of Full USPTO retrosynthesis dataset with 1.9M reactions from patents (1976-2016). Predict the reactants needed to synthesize the given product. (1) The reactants are: [F:1][C:2]([F:26])([F:25])[C:3]1[N:8]2[N:9]=[CH:10][C:11]([C:12](O)=[O:13])=[C:7]2[N:6]=[C:5]([C:15]2[CH:20]=[CH:19][C:18]([C:21]([F:24])([F:23])[F:22])=[CH:17][CH:16]=2)[CH:4]=1.[NH2:27][C:28]1[CH:29]=[C:30]([S:34]([NH:37][CH2:38][C:39]([CH3:42])([CH3:41])[CH3:40])(=[O:36])=[O:35])[CH:31]=[CH:32][CH:33]=1. Given the product [CH3:40][C:39]([CH3:42])([CH3:41])[CH2:38][NH:37][S:34]([C:30]1[CH:29]=[C:28]([NH:27][C:12]([C:11]2[CH:10]=[N:9][N:8]3[C:3]([C:2]([F:26])([F:25])[F:1])=[CH:4][C:5]([C:15]4[CH:20]=[CH:19][C:18]([C:21]([F:24])([F:22])[F:23])=[CH:17][CH:16]=4)=[N:6][C:7]=23)=[O:13])[CH:33]=[CH:32][CH:31]=1)(=[O:36])=[O:35], predict the reactants needed to synthesize it. (2) The reactants are: [Cl:1][C:2]1[CH:8]=[C:7]([Cl:9])[CH:6]=[CH:5][C:3]=1[NH2:4].I[CH2:11][C:12](=[O:14])[CH3:13].C(=O)([O-])[O-].[K+].[K+].O. Given the product [Cl:1][C:2]1[CH:8]=[C:7]([Cl:9])[CH:6]=[CH:5][C:3]=1[NH:4][CH2:11][C:12](=[O:14])[CH3:13], predict the reactants needed to synthesize it. (3) The reactants are: Cl[C:2]1[CH:7]=[CH:6][C:5]([O:8][CH2:9][O:10][CH3:11])=[CH:4][N:3]=1.[CH3:12][C:13]([CH3:17])=[CH:14][Mg]Br. Given the product [CH3:11][O:10][CH2:9][O:8][C:5]1[CH:6]=[CH:7][C:2]([CH:12]=[C:13]([CH3:17])[CH3:14])=[N:3][CH:4]=1, predict the reactants needed to synthesize it. (4) Given the product [CH3:1][O:2][C:3]1[CH:8]=[CH:7][C:6]([C@@H:9]2[C@@H:14]([O:15][CH2:16][C:17]3[CH:18]=[CH:19][C:20]4[O:25][CH2:24][CH2:23][N:22]([CH2:26][CH2:27][CH2:28][O:29][CH3:30])[C:21]=4[CH:31]=3)[CH2:13][N:12]([S:32]([C:35]3[CH:40]=[CH:39][C:38]([CH3:41])=[CH:37][CH:36]=3)(=[O:34])=[O:33])[C@H:11]([CH2:42][C:43]([O:45][C:49](=[O:50])[N:48]([CH3:52])[CH3:47])([CH3:46])[CH3:44])[CH2:10]2)=[CH:5][CH:4]=1, predict the reactants needed to synthesize it. The reactants are: [CH3:1][O:2][C:3]1[CH:8]=[CH:7][C:6]([C@@H:9]2[C@@H:14]([O:15][CH2:16][C:17]3[CH:18]=[CH:19][C:20]4[O:25][CH2:24][CH2:23][N:22]([CH2:26][CH2:27][CH2:28][O:29][CH3:30])[C:21]=4[CH:31]=3)[CH2:13][N:12]([S:32]([C:35]3[CH:40]=[CH:39][C:38]([CH3:41])=[CH:37][CH:36]=3)(=[O:34])=[O:33])[C@H:11]([CH2:42][C:43]([CH3:46])([OH:45])[CH3:44])[CH2:10]2)=[CH:5][CH:4]=1.[CH3:47][N:48]([CH3:52])[C:49](Cl)=[O:50].[H-].[K+]. (5) Given the product [N+:1]([C:14]1[CH:13]=[CH:12][C:11]2[C:7]3[C:6](=[N:5][CH:10]=[CH:9][CH:8]=3)[CH2:17][C:16]=2[CH:15]=1)([O-:4])=[O:2], predict the reactants needed to synthesize it. The reactants are: [N+:1]([O-:4])(O)=[O:2].[N:5]1[CH:10]=[CH:9][CH:8]=[C:7]2[C:11]3[CH:12]=[CH:13][CH:14]=[CH:15][C:16]=3[CH2:17][C:6]=12. (6) Given the product [NH2:1][C:2]1[N:6]([C:7]2[CH:8]=[C:9]([C:10](=[O:11])[NH:12][CH:13]3[CH2:15][CH2:14]3)[CH:16]=[CH:17][C:18]=2[CH3:19])[N:5]=[CH:4][C:3]=1[C:20]([C:21]1[CH:22]=[C:23]([CH:24]=[CH:25][CH:26]=1)[C:27]([OH:32])=[O:28])=[O:29], predict the reactants needed to synthesize it. The reactants are: [NH2:1][C:2]1[N:6]([C:7]2[CH:8]=[C:9]([CH:16]=[CH:17][C:18]=2[CH3:19])[C:10]([NH:12][CH:13]2[CH2:15][CH2:14]2)=[O:11])[N:5]=[CH:4][C:3]=1[C:20](=[O:29])[C:21]1[CH:26]=[CH:25][CH:24]=[C:23]([CH:27]=[O:28])[CH:22]=1.OO.[O-:32]Cl=O.[Na+].[O-]S([O-])=O.[Na+].[Na+]. (7) Given the product [CH3:1][O:2][C:3]1([O:32][CH3:33])[CH2:16][CH2:15][C@@H:14]2[C@:5]34[CH2:19][CH2:18][N:17]([CH2:20][CH2:21][Cl:47])[C@@H:13]2[CH2:12][C:11]2[CH:10]=[CH:9][C:8]([O:23][CH2:24][C:25]5[CH:30]=[CH:29][CH:28]=[CH:27][CH:26]=5)=[C:7]([O:31][C@@H:4]13)[C:6]4=2, predict the reactants needed to synthesize it. The reactants are: [CH3:1][O:2][C:3]1([O:32][CH3:33])[CH2:16][CH2:15][C@@H:14]2[C@:5]34[CH2:19][CH2:18][N:17]([CH2:20][CH2:21]O)[C@@H:13]2[CH2:12][C:11]2[CH:10]=[CH:9][C:8]([O:23][CH2:24][C:25]5[CH:30]=[CH:29][CH:28]=[CH:27][CH:26]=5)=[C:7]([O:31][C@@H:4]13)[C:6]4=2.C(N(C(C)C)C(C)C)C.CS([Cl:47])(=O)=O. (8) Given the product [CH:1]1([N:4]([CH2:10][CH2:9][S:6]([CH3:5])(=[O:8])=[O:7])[C:11](=[O:12])[O:13][C:14]([CH3:17])([CH3:16])[CH3:15])[CH2:3][CH2:2]1, predict the reactants needed to synthesize it. The reactants are: [CH:1]1([NH2:4])[CH2:3][CH2:2]1.[CH3:5][S:6]([CH:9]=[CH2:10])(=[O:8])=[O:7].[C:11](O[C:11]([O:13][C:14]([CH3:17])([CH3:16])[CH3:15])=[O:12])([O:13][C:14]([CH3:17])([CH3:16])[CH3:15])=[O:12]. (9) The reactants are: [CH3:1][O:2][C:3]1[CH:8]=[CH:7][C:6]([C:9](=O)[CH2:10][C:11](=O)[C:12]([F:15])([F:14])[F:13])=[CH:5][CH:4]=1.[NH2:18][C:19]1[C:23]([C:24]2[CH:29]=[CH:28][N:27]=[CH:26][CH:25]=2)=[CH:22][NH:21][N:20]=1. Given the product [CH3:1][O:2][C:3]1[CH:8]=[CH:7][C:6]([C:9]2[CH:10]=[C:11]([C:12]([F:15])([F:14])[F:13])[N:20]3[N:21]=[CH:22][C:23]([C:24]4[CH:29]=[CH:28][N:27]=[CH:26][CH:25]=4)=[C:19]3[N:18]=2)=[CH:5][CH:4]=1, predict the reactants needed to synthesize it.